Dataset: Forward reaction prediction with 1.9M reactions from USPTO patents (1976-2016). Task: Predict the product of the given reaction. (1) Given the reactants [C:1]1([CH2:7][C:8]#[C:9][C:10]2[C:11]([NH2:16])=[N:12][CH:13]=[CH:14][CH:15]=2)[CH:6]=[CH:5][CH:4]=[CH:3][CH:2]=1.C(O)(C)(C)C.CC(C)([O-])C.[K+], predict the reaction product. The product is: [CH2:7]([C:8]1[NH:16][C:11]2=[N:12][CH:13]=[CH:14][CH:15]=[C:10]2[CH:9]=1)[C:1]1[CH:2]=[CH:3][CH:4]=[CH:5][CH:6]=1. (2) Given the reactants [CH3:1][O:2][C:3](=[O:21])[CH:4]([C:9]1[C:14]([N+:15]([O-:17])=[O:16])=[CH:13][CH:12]=[CH:11][C:10]=1[N+:18]([O-:20])=[O:19])C(OC)=O.Cl(O)(=O)(=O)=O.C(OCC)(=O)C.CO, predict the reaction product. The product is: [CH3:1][O:2][C:3](=[O:21])[CH2:4][C:9]1[C:14]([N+:15]([O-:17])=[O:16])=[CH:13][CH:12]=[CH:11][C:10]=1[N+:18]([O-:20])=[O:19].